Dataset: Forward reaction prediction with 1.9M reactions from USPTO patents (1976-2016). Task: Predict the product of the given reaction. Given the reactants [F:1][C:2]1[CH:3]=[C:4]([C:12]2[CH:13]=[C:14]([CH:19]=[CH:20][N:21]=2)[C:15]([O:17][CH3:18])=[O:16])[CH:5]=[CH:6][C:7]=1[C:8]([F:11])([F:10])[F:9].[ClH:22], predict the reaction product. The product is: [ClH:22].[F:1][C:2]1[CH:3]=[C:4]([CH:12]2[CH2:13][CH:14]([C:15]([O:17][CH3:18])=[O:16])[CH2:19][CH2:20][NH:21]2)[CH:5]=[CH:6][C:7]=1[C:8]([F:11])([F:9])[F:10].